This data is from Catalyst prediction with 721,799 reactions and 888 catalyst types from USPTO. The task is: Predict which catalyst facilitates the given reaction. (1) Reactant: [C:1]([C:5]1[N:10]=[CH:9][C:8]([CH2:11][CH2:12][OH:13])=[CH:7][CH:6]=1)([CH3:4])([CH3:3])[CH3:2].[C:14]1([CH3:24])[CH:19]=[CH:18][C:17]([S:20](Cl)(=[O:22])=[O:21])=[CH:16][CH:15]=1. Product: [CH3:24][C:14]1[CH:19]=[CH:18][C:17]([S:20]([O:13][CH2:12][CH2:11][C:8]2[CH:9]=[N:10][C:5]([C:1]([CH3:4])([CH3:2])[CH3:3])=[CH:6][CH:7]=2)(=[O:22])=[O:21])=[CH:16][CH:15]=1. The catalyst class is: 2. (2) Reactant: CC1(C)C[O:35][C:5]2([CH2:9][C@@H:8]([CH2:10][C@H:11]([C:26]3[CH:31]=[CH:30][C:29]([S:32][CH3:33])=[C:28]([CH3:34])[CH:27]=3)[C:12](N([C@H](C)[C@H](O)C3C=CC=CC=3)C)=[O:13])[CH2:7][CH2:6]2)OC1.S(=O)(=O)(O)[OH:39]. Product: [CH3:34][C:28]1[CH:27]=[C:26]([C@@H:11]([CH2:10][C@H:8]2[CH2:7][CH2:6][C:5](=[O:35])[CH2:9]2)[C:12]([OH:39])=[O:13])[CH:31]=[CH:30][C:29]=1[S:32][CH3:33]. The catalyst class is: 38. (3) Reactant: [CH3:1][O:2][CH2:3][C@H:4]([O:6][C:7]1[N:12]=[C:11]([C:13]([NH:15][CH2:16][C:17]([F:20])([F:19])[F:18])=[O:14])[CH:10]=[C:9](SC)[N:8]=1)[CH3:5].O[O:24][S:25]([O-:27])=O.[K+].[CH3:29]COC(C)=O. Product: [CH3:1][O:2][CH2:3][C@H:4]([O:6][C:7]1[N:12]=[C:11]([C:13]([NH:15][CH2:16][C:17]([F:19])([F:20])[F:18])=[O:14])[CH:10]=[C:9]([S:25]([CH3:29])(=[O:27])=[O:24])[N:8]=1)[CH3:5]. The catalyst class is: 87. (4) Reactant: Cl(O)(=O)(=O)=O.[CH3:6][O:7][C:8]1[N:13]=[CH:12][C:11]([C:14]2[CH:19]=[CH:18][C:17]([CH2:20][CH2:21][C@H:22]3[O:31][C@H:25]4[O:26]C(C)(C)[O:28][C@H:24]4[C@H:23]3[CH2:32][CH2:33][N:34]3[C:42](=[O:43])[C:41]4[C:36](=[CH:37][CH:38]=[CH:39][CH:40]=4)[C:35]3=[O:44])=[CH:16][CH:15]=2)=[CH:10][CH:9]=1. Product: [OH:28][C@@H:24]1[C@H:25]([OH:26])[O:31][C@H:22]([CH2:21][CH2:20][C:17]2[CH:18]=[CH:19][C:14]([C:11]3[CH:12]=[N:13][C:8]([O:7][CH3:6])=[CH:9][CH:10]=3)=[CH:15][CH:16]=2)[C@@H:23]1[CH2:32][CH2:33][N:34]1[C:35](=[O:44])[C:36]2[C:41](=[CH:40][CH:39]=[CH:38][CH:37]=2)[C:42]1=[O:43]. The catalyst class is: 647. (5) Reactant: [OH:1][CH2:2][C@@H:3]([NH:16]S(C(C)(C)C)=O)[C:4]1[CH:9]=[CH:8][C:7]([O:10][CH2:11][C:12]([F:15])([F:14])[F:13])=[CH:6][N:5]=1.[ClH:23].CCOCC. Product: [ClH:23].[ClH:23].[NH2:16][C@@H:3]([C:4]1[CH:9]=[CH:8][C:7]([O:10][CH2:11][C:12]([F:15])([F:13])[F:14])=[CH:6][N:5]=1)[CH2:2][OH:1]. The catalyst class is: 5. (6) Reactant: [CH:1]1([C:4]2[CH:9]=[CH:8][N:7]=[C:6]([CH2:10][C:11]([O:13]C)=O)[CH:5]=2)[CH2:3][CH2:2]1.[NH3:15]. Product: [CH:1]1([C:4]2[CH:9]=[CH:8][N:7]=[C:6]([CH2:10][C:11]([NH2:15])=[O:13])[CH:5]=2)[CH2:3][CH2:2]1. The catalyst class is: 5. (7) The catalyst class is: 19. Product: [CH3:1][N:2]([CH:3]1[CH2:8][CH2:7][N:6]([CH3:9])[CH2:5][CH2:4]1)[C:10]1[C:11]([NH2:20])=[CH:12][C:13]([C:16]([F:19])([F:18])[F:17])=[CH:14][CH:15]=1. Reactant: [CH3:1][N:2]([C:10]1[CH:15]=[CH:14][C:13]([C:16]([F:19])([F:18])[F:17])=[CH:12][C:11]=1[N+:20]([O-])=O)[CH:3]1[CH2:8][CH2:7][N:6]([CH3:9])[CH2:5][CH2:4]1. (8) Reactant: [Cl:1][C:2]1[CH:3]=[C:4]([CH:30]=[CH:31][CH:32]=1)[CH2:5][N:6]1[C:14]2[C:9](=[CH:10][C:11]([CH:15]=[O:16])=[CH:12][CH:13]=2)[C:8]([S:17]([C:20]2[C:29]3[C:24](=[CH:25][CH:26]=[CH:27][CH:28]=3)[CH:23]=[CH:22][CH:21]=2)(=[O:19])=[O:18])=[N:7]1.[BH4-].[Na+]. Product: [Cl:1][C:2]1[CH:3]=[C:4]([CH:30]=[CH:31][CH:32]=1)[CH2:5][N:6]1[C:14]2[C:9](=[CH:10][C:11]([CH2:15][OH:16])=[CH:12][CH:13]=2)[C:8]([S:17]([C:20]2[C:29]3[C:24](=[CH:25][CH:26]=[CH:27][CH:28]=3)[CH:23]=[CH:22][CH:21]=2)(=[O:19])=[O:18])=[N:7]1. The catalyst class is: 20. (9) Product: [C:1]1([S:7]([C:10]2[CH:15]=[CH:14][C:13]([NH:16][N:17]=[C:26]([C:20]3[CH:21]=[CH:22][C:23]([F:25])=[CH:24][C:19]=3[F:18])[CH3:27])=[CH:12][CH:11]=2)(=[O:8])=[O:9])[CH:2]=[CH:3][CH:4]=[CH:5][CH:6]=1. Reactant: [C:1]1([S:7]([C:10]2[CH:15]=[CH:14][C:13]([NH:16][NH2:17])=[CH:12][CH:11]=2)(=[O:9])=[O:8])[CH:6]=[CH:5][CH:4]=[CH:3][CH:2]=1.[F:18][C:19]1[CH:24]=[C:23]([F:25])[CH:22]=[CH:21][C:20]=1[C:26](=O)[CH3:27].C([O-])(=O)C.[Na+].O. The catalyst class is: 8. (10) Reactant: [CH3:1][S:2]([OH:4])=[O:3].[Na].[Cl:6][C:7]1[N:12]=[C:11]([CH2:13]I)[CH:10]=[C:9]([N:15]2[CH2:20][CH2:19][O:18][CH2:17][C@@H:16]2[CH3:21])[N:8]=1. Product: [Cl:6][C:7]1[N:8]=[C:9]([N:15]2[CH2:20][CH2:19][O:18][CH2:17][C@@H:16]2[CH3:21])[CH:10]=[C:11]([CH2:13][S:2]([CH3:1])(=[O:4])=[O:3])[N:12]=1. The catalyst class is: 10.